This data is from Reaction yield outcomes from USPTO patents with 853,638 reactions. The task is: Predict the reaction yield, written as a fraction of the theoretical maximum amount of product (1.0 means a 100% yield; for example, 0.34 means a 34% yield). The catalyst is C1COCC1.CO. The reactants are C[O:2][C:3](=[O:41])[CH2:4][C:5]1[NH:9][C:8]([NH:10][C:11]([C@H:13]2[C@H:17]([C:18]3[CH:23]=[CH:22][CH:21]=[C:20]([Cl:24])[C:19]=3[F:25])[C@:16]([C:28]3[CH:33]=[CH:32][C:31]([Cl:34])=[CH:30][C:29]=3[F:35])([C:26]#[N:27])[C@H:15]([CH2:36][C:37]([CH3:40])([CH3:39])[CH3:38])[NH:14]2)=[O:12])=[N:7][N:6]=1.[Li+].[OH-]. The product is [Cl:24][C:20]1[C:19]([F:25])=[C:18]([C@@H:17]2[C@:16]([C:28]3[CH:33]=[CH:32][C:31]([Cl:34])=[CH:30][C:29]=3[F:35])([C:26]#[N:27])[C@H:15]([CH2:36][C:37]([CH3:39])([CH3:40])[CH3:38])[NH:14][C@H:13]2[C:11]([NH:10][C:8]2[NH:9][C:5]([CH2:4][C:3]([OH:41])=[O:2])=[N:6][N:7]=2)=[O:12])[CH:23]=[CH:22][CH:21]=1. The yield is 0.340.